This data is from Retrosynthesis with 50K atom-mapped reactions and 10 reaction types from USPTO. The task is: Predict the reactants needed to synthesize the given product. (1) Given the product Cc1cc(OC2CCSCC2)cc(C)c1Br, predict the reactants needed to synthesize it. The reactants are: Cc1cc(O)cc(C)c1Br.OC1CCSCC1. (2) Given the product NC(=O)N1CCOCC1, predict the reactants needed to synthesize it. The reactants are: O=C(O)c1cncc(Br)c1.OB(O)c1ccc(F)cc1. (3) Given the product Nc1ccc(Cc2ccc(F)cc2)cc1, predict the reactants needed to synthesize it. The reactants are: O=[N+]([O-])c1ccc(Cc2ccc(F)cc2)cc1. (4) Given the product O=C(c1ccccc1Cl)c1cc(Cl)ccc1-n1ccnc1CN1C(=O)c2ccccc2C1=O, predict the reactants needed to synthesize it. The reactants are: O=C(c1ccccc1Cl)c1cc(Cl)ccc1-n1ccnc1CO.O=C1NC(=O)c2ccccc21. (5) Given the product Cc1ccc2c(c1)c(O)c(C(=O)NC1CCCCC1)c(=O)n2C, predict the reactants needed to synthesize it. The reactants are: CCOC(=O)c1c(O)c2cc(C)ccc2n(C)c1=O.NC1CCCCC1. (6) Given the product COc1cc(-c2cn(C3CCCC3)c3ncnc(Cl)c23)ccc1N, predict the reactants needed to synthesize it. The reactants are: COc1cc(-c2cn(C3CCCC3)c3ncnc(Cl)c23)ccc1NC(=O)OC(C)(C)C.